Dataset: Forward reaction prediction with 1.9M reactions from USPTO patents (1976-2016). Task: Predict the product of the given reaction. (1) Given the reactants [C:1]1([C:7]2[S:8][CH:9]=[CH:10][N:11]=2)[CH:6]=[CH:5][CH:4]=[CH:3][CH:2]=1.[N+:12]([O-])([OH:14])=[O:13], predict the reaction product. The product is: [N+:12]([C:4]1[CH:3]=[CH:2][C:1]([C:7]2[S:8][CH:9]=[CH:10][N:11]=2)=[CH:6][CH:5]=1)([O-:14])=[O:13]. (2) The product is: [Cl:38][C:35]1[CH:36]=[CH:37][C:32]([CH2:31][CH2:30][O:29][C:16]2[CH:15]=[C:14]([S:13][C:10]3[CH:11]=[CH:12][C:7]([O:6][CH2:5][C:4]([OH:40])=[O:3])=[C:8]([CH3:39])[CH:9]=3)[CH:19]=[C:18]([C:20]#[C:21][CH2:22][N:23]3[CH2:28][CH2:27][O:26][CH2:25][CH2:24]3)[CH:17]=2)=[CH:33][CH:34]=1. Given the reactants C([O:3][C:4](=[O:40])[CH2:5][O:6][C:7]1[CH:12]=[CH:11][C:10]([S:13][C:14]2[CH:19]=[C:18]([C:20]#[C:21][CH2:22][N:23]3[CH2:28][CH2:27][O:26][CH2:25][CH2:24]3)[CH:17]=[C:16]([O:29][CH2:30][CH2:31][C:32]3[CH:37]=[CH:36][C:35]([Cl:38])=[CH:34][CH:33]=3)[CH:15]=2)=[CH:9][C:8]=1[CH3:39])C.[OH-].[Na+].Cl, predict the reaction product. (3) Given the reactants [CH:1]1([C:4]2[N:8]([C:9]([O:11][C:12]([CH3:15])([CH3:14])[CH3:13])=[O:10])[C:7]3[CH:16]=[C:17]([C:22]4[C:23]([CH3:28])=[N:24][O:25][C:26]=4[CH3:27])[CH:18]=[C:19]([CH:20]=[O:21])[C:6]=3[N:5]=2)[CH2:3][CH2:2]1.C(B([CH2:34][CH3:35])CC)C.[C:36]([O:40]O)(C)(C)[CH3:37], predict the reaction product. The product is: [CH:1]1([C:4]2[N:8]([C:9]([O:11][C:12]([CH3:15])([CH3:14])[CH3:13])=[O:10])[C:7]3[CH:16]=[C:17]([C:22]4[C:23]([CH3:28])=[N:24][O:25][C:26]=4[CH3:27])[CH:18]=[C:19]([CH:20]([OH:21])[CH:35]4[CH2:34][CH2:37][CH2:36][O:40]4)[C:6]=3[N:5]=2)[CH2:2][CH2:3]1. (4) Given the reactants [CH3:1][O:2][C:3]1[CH:8]=[CH:7][C:6]([NH:9][S:10](=[O:13])(=O)[O-:11])=[CH:5][CH:4]=1.[Na+].P(Cl)(Cl)(Cl)(Cl)[Cl:16], predict the reaction product. The product is: [CH3:1][O:2][C:3]1[CH:8]=[CH:7][C:6]([NH:9][S:10]([Cl:16])(=[O:13])=[O:11])=[CH:5][CH:4]=1. (5) Given the reactants [CH2:1]([O:3][C:4]1[CH:11]=[CH:10][C:7]([CH2:8]Cl)=[CH:6][C:5]=1[N+:12]([O-:14])=[O:13])[CH3:2].[CH3:15][NH:16][CH3:17], predict the reaction product. The product is: [CH2:1]([O:3][C:4]1[CH:11]=[CH:10][C:7]([CH2:8][N:16]([CH3:17])[CH3:15])=[CH:6][C:5]=1[N+:12]([O-:14])=[O:13])[CH3:2]. (6) The product is: [N:1]([CH2:14][C:12]([C:9]1[CH:10]=[CH:11][C:6]([Cl:5])=[CH:7][CH:8]=1)([C:15]1[CH:16]=[CH:17][C:18]([I:21])=[CH:19][CH:20]=1)[OH:13])=[N+:2]=[N-:3]. Given the reactants [N-:1]=[N+:2]=[N-:3].[Na+].[Cl:5][C:6]1[CH:11]=[CH:10][C:9]([C:12]2([C:15]3[CH:20]=[CH:19][C:18]([I:21])=[CH:17][CH:16]=3)[CH2:14][O:13]2)=[CH:8][CH:7]=1, predict the reaction product. (7) Given the reactants Br[C:2]1[CH:3]=[C:4]([CH:9]=[CH:10][CH:11]=1)[C:5]([O:7][CH3:8])=[O:6].[C:12]([Si:14]([CH3:17])([CH3:16])[CH3:15])#[CH:13].C(NC(C)C)(C)C, predict the reaction product. The product is: [CH3:15][Si:14]([CH3:17])([CH3:16])[C:12]#[C:13][C:2]1[CH:3]=[C:4]([CH:9]=[CH:10][CH:11]=1)[C:5]([O:7][CH3:8])=[O:6].